Dataset: Peptide-MHC class II binding affinity with 134,281 pairs from IEDB. Task: Regression. Given a peptide amino acid sequence and an MHC pseudo amino acid sequence, predict their binding affinity value. This is MHC class II binding data. (1) The peptide sequence is VFIPNYNVSVAEVLI. The MHC is DRB1_0701 with pseudo-sequence DRB1_0701. The binding affinity (normalized) is 0.672. (2) The peptide sequence is AAATAGTHVYGAFAA. The MHC is HLA-DQA10401-DQB10402 with pseudo-sequence HLA-DQA10401-DQB10402. The binding affinity (normalized) is 0.490. (3) The peptide sequence is QSAVVCGRRHSVRIR. The MHC is HLA-DQA10101-DQB10501 with pseudo-sequence HLA-DQA10101-DQB10501. The binding affinity (normalized) is 0. (4) The peptide sequence is NFRFMSKGGMRNVFDEVIPT. The MHC is HLA-DPA10201-DPB11401 with pseudo-sequence HLA-DPA10201-DPB11401. The binding affinity (normalized) is 0.184. (5) The peptide sequence is KPTGAGPKDNGGACG. The MHC is DRB1_0901 with pseudo-sequence DRB1_0901. The binding affinity (normalized) is 0. (6) The binding affinity (normalized) is 0.535. The MHC is DRB1_1001 with pseudo-sequence DRB1_1001. The peptide sequence is SEAQKAAKPAAAATA.